From a dataset of Full USPTO retrosynthesis dataset with 1.9M reactions from patents (1976-2016). Predict the reactants needed to synthesize the given product. Given the product [F:1][C:2]1[C:7]([CH3:8])=[CH:6][CH:5]=[C:4]2[C:3]=1[NH:9][C:10](=[O:17])[CH:11]=[CH:12]2, predict the reactants needed to synthesize it. The reactants are: [F:1][C:2]1[C:7]([CH3:8])=[CH:6][CH:5]=[CH:4][C:3]=1[NH:9][C:10](=[O:17])[CH2:11][CH:12](OC)OC.